From a dataset of Reaction yield outcomes from USPTO patents with 853,638 reactions. Predict the reaction yield, written as a fraction of the theoretical maximum amount of product (1.0 means a 100% yield; for example, 0.34 means a 34% yield). (1) The catalyst is C(O)(=O)C. The reactants are [CH:1]([C:3]1[O:11][C:10]2[C:9]([C:12]3[CH:23]=[CH:22][C:15]([C:16]([NH:18][CH2:19][CH2:20][OH:21])=[O:17])=[CH:14][CH:13]=3)=[CH:8][N:7]=[CH:6][C:5]=2[CH:4]=1)=O.[CH2:24]1[S:30][C:28](=[O:29])[NH:27][C:25]1=[O:26].NCCC(O)=O. The product is [O:29]=[C:28]1[NH:27][C:25](=[O:26])/[C:24](=[CH:1]/[C:3]2[O:11][C:10]3[C:9]([C:12]4[CH:23]=[CH:22][C:15]([C:16]([NH:18][CH2:19][CH2:20][OH:21])=[O:17])=[CH:14][CH:13]=4)=[CH:8][N:7]=[CH:6][C:5]=3[CH:4]=2)/[S:30]1. The yield is 0.730. (2) The reactants are [F:1][C:2]1[CH:3]=[CH:4][C:5]([SH:11])=[C:6]([CH:10]=1)[C:7]([OH:9])=[O:8].Cl[C:13]1[C:22]2[C:17](=[CH:18][C:19]([O:25][CH3:26])=[C:20]([O:23][CH3:24])[CH:21]=2)[N:16]=[CH:15][CH:14]=1. The catalyst is C(#N)C. The product is [CH3:24][O:23][C:20]1[CH:21]=[C:22]2[C:17](=[CH:18][C:19]=1[O:25][CH3:26])[N:16]=[CH:15][CH:14]=[C:13]2[S:11][C:5]1[CH:4]=[CH:3][C:2]([F:1])=[CH:10][C:6]=1[C:7]([OH:9])=[O:8]. The yield is 0.310. (3) The reactants are [I-:1].[K+].[CH2:3]([C:5]1[NH:9][N:8]=[C:7]([NH:10][CH2:11][CH2:12][NH:13][C:14]2[CH:18]=[C:17]([CH2:19]C)[NH:16][N:15]=2)[CH:6]=1)C.[I:21]([O-])(=O)(=O)=O.[Na+].[Cl-].[Na+]. The yield is 0.250. The product is [I:1][C:6]1[C:7]([NH:10][CH2:11][CH2:12][NH:13][C:14]2[C:18]([I:21])=[C:17]([CH3:19])[NH:16][N:15]=2)=[N:8][NH:9][C:5]=1[CH3:3]. The catalyst is CC(O)=O.O.O.